From a dataset of Reaction yield outcomes from USPTO patents with 853,638 reactions. Predict the reaction yield, written as a fraction of the theoretical maximum amount of product (1.0 means a 100% yield; for example, 0.34 means a 34% yield). (1) The reactants are C([O:5][C:6](=O)[NH:7][C:8]1[S:9][C:10]2[C:16]([C:17]3[CH:22]=[CH:21][CH:20]=[CH:19][CH:18]=3)=[CH:15][CH:14]=[C:13]([O:23][CH3:24])[C:11]=2[N:12]=1)(C)(C)C.[CH3:26][NH:27][CH2:28][C:29]1[CH:30]=[N:31][C:32]([CH3:35])=[CH:33][CH:34]=1.[ClH:36].CCO. No catalyst specified. The product is [ClH:36].[CH3:24][O:23][C:13]1[C:11]2[N:12]=[C:8]([NH:7][C:6](=[O:5])[N:27]([CH3:26])[CH2:28][C:29]3[CH:30]=[N:31][C:32]([CH3:35])=[CH:33][CH:34]=3)[S:9][C:10]=2[C:16]([C:17]2[CH:18]=[CH:19][CH:20]=[CH:21][CH:22]=2)=[CH:15][CH:14]=1. The yield is 0.610. (2) The reactants are [C:1]([O:5][C:6](=[O:20])[NH:7][C:8]1[CH:13]=[C:12]([N+:14]([O-])=O)[CH:11]=[C:10]([N+:17]([O-])=O)[CH:9]=1)([CH3:4])([CH3:3])[CH3:2]. The catalyst is CO.C1COCC1.[Pd]. The product is [C:1]([O:5][C:6](=[O:20])[NH:7][C:8]1[CH:13]=[C:12]([NH2:14])[CH:11]=[C:10]([NH2:17])[CH:9]=1)([CH3:4])([CH3:2])[CH3:3]. The yield is 1.00. (3) The reactants are [C:1]1([NH2:8])[CH:6]=[CH:5][CH:4]=[CH:3][C:2]=1[NH2:7].[SH:9][CH2:10][C:11](O)=O.[OH-].[Na+]. The catalyst is Cl. The product is [NH:7]1[C:2]2[CH:3]=[CH:4][CH:5]=[CH:6][C:1]=2[N:8]=[C:11]1[CH2:10][SH:9]. The yield is 0.930.